This data is from Reaction yield outcomes from USPTO patents with 853,638 reactions. The task is: Predict the reaction yield, written as a fraction of the theoretical maximum amount of product (1.0 means a 100% yield; for example, 0.34 means a 34% yield). (1) The reactants are C=CC(O)=O.C(O)C(N)(CO)CO.Cl.COC(C1C=CC(O)=CC=1)=O.[CH:26]1[N:30]([CH2:31][O:32][CH:33]([CH2:36][OH:37])[CH2:34][OH:35])[C:29]2[N:38]=[C:39]([NH2:43])[N:40]=[C:41]([O-:42])[C:28]=2[N:27]=1.[Na+]. No catalyst specified. The product is [CH:26]1[N:30]([CH2:31][O:32][CH:33]([CH2:36][OH:37])[CH2:34][OH:35])[C:29]2[N:38]=[C:39]([NH2:43])[N:40]=[C:41]([OH:42])[C:28]=2[N:27]=1. The yield is 0.0200. (2) The reactants are [I-].ClC1C=CC=C[N+]=1C.C(N(CC)CC)C.[CH:17]1([C:23]2[NH:27][C:26](=[O:28])[C:25]3([CH2:33][CH2:32][N:31]([S:34]([CH2:37][C:38](=O)[C:39]4[CH:44]=[CH:43][CH:42]=[CH:41][C:40]=4[CH3:45])(=[O:36])=[O:35])[CH2:30][CH2:29]3)[N:24]=2)[CH2:22][CH2:21][CH2:20][CH2:19][CH2:18]1.[OH-].[Na+]. The catalyst is C(Cl)Cl. The product is [CH:17]1([C:23]2[NH:27][C:26](=[O:28])[C:25]3([CH2:33][CH2:32][N:31]([S:34]([C:37]#[C:38][C:39]4[CH:44]=[CH:43][CH:42]=[CH:41][C:40]=4[CH3:45])(=[O:36])=[O:35])[CH2:30][CH2:29]3)[N:24]=2)[CH2:22][CH2:21][CH2:20][CH2:19][CH2:18]1. The yield is 0.790. (3) The reactants are [Br:1][C:2]1[CH:10]=[C:6]([C:7](O)=[O:8])[C:5]([OH:11])=[CH:4][CH:3]=1.OS(O)(=O)=O.[NH3:17]. The catalyst is C(O)CCC.CO. The product is [Br:1][C:2]1[CH:3]=[CH:4][C:5]([OH:11])=[C:6]([CH:10]=1)[C:7]([NH2:17])=[O:8]. The yield is 0.820. (4) The reactants are [NH:1]1[CH:5]=[C:4]([C:6]2[CH:11]=[CH:10][N:9]=[C:8]3[N:12]([CH2:15][O:16][CH2:17][CH2:18][Si:19]([CH3:22])([CH3:21])[CH3:20])[CH:13]=[CH:14][C:7]=23)[CH:3]=[N:2]1.[C:23]([C:25]1[CH:26]=[C:27](B(O)O)[CH:28]=[CH:29][CH:30]=1)#[N:24].CN(C=O)C.N1C=CC=CC=1. The catalyst is C(OCC)(=O)C.C([O-])(=O)C.C([O-])(=O)C.[Cu+2]. The product is [CH3:20][Si:19]([CH3:22])([CH3:21])[CH2:18][CH2:17][O:16][CH2:15][N:12]1[C:8]2=[N:9][CH:10]=[CH:11][C:6]([C:4]3[CH:5]=[N:1][N:2]([C:29]4[CH:30]=[C:25]([CH:26]=[CH:27][CH:28]=4)[C:23]#[N:24])[CH:3]=3)=[C:7]2[CH:14]=[CH:13]1. The yield is 0.920. (5) The reactants are [CH:1]1([C:7](Cl)=[O:8])[CH2:6][CH2:5][CH2:4][CH2:3][CH2:2]1.[CH3:10][O:11][C:12]1[CH:18]=[CH:17][C:16]([O:19][CH3:20])=[CH:15][C:13]=1[NH2:14].C(OCC)(=O)C.CCCCCCC. The catalyst is O. The product is [CH3:10][O:11][C:12]1[CH:18]=[CH:17][C:16]([O:19][CH3:20])=[CH:15][C:13]=1[NH:14][C:7]([CH:1]1[CH2:6][CH2:5][CH2:4][CH2:3][CH2:2]1)=[O:8]. The yield is 0.670. (6) The reactants are [C:1]([C:3]1[CH:12]=[C:11]([F:13])[CH:10]=[C:9]2[C:4]=1[CH:5]=[CH:6][C:7](=[O:30])[N:8]2[CH2:14][CH2:15][N:16]1[CH2:21][CH2:20][CH:19]([NH:22]C(=O)OC(C)(C)C)[CH2:18][CH2:17]1)#[N:2].C(C1C=C2C(C=CC(=O)N2CCN2CCC(NC(=O)OC(C)(C)C)CC2)=C(F)C=1)#N.FC(F)(F)C(O)=O.NC1CCN(CCN2C3C(=CC=C(F)C=3)N=CC2=O)CC1. The catalyst is ClCCl. The product is [NH2:22][CH:19]1[CH2:20][CH2:21][N:16]([CH2:15][CH2:14][N:8]2[C:9]3[C:10](=[C:11]([F:13])[CH:12]=[C:3]([C:1]#[N:2])[CH:4]=3)[CH:5]=[CH:6][C:7]2=[O:30])[CH2:17][CH2:18]1. The yield is 0.920. (7) The reactants are [F:1][C:2]1[CH:7]=[CH:6][C:5]([CH:8]2[C:13]3=[N:14][NH:15][C:16](=[O:21])[C:17]4[CH:18]=[CH:19][CH:20]=[C:11]([C:12]=43)[NH:10][CH:9]2[C:22]2[CH:27]=[CH:26][C:25]([CH:28]3[CH2:32][CH2:31][CH2:30][N:29]3C(OCC3C=CC=CC=3)=O)=[CH:24][CH:23]=2)=[CH:4][CH:3]=1. The catalyst is CO.[Pd]. The product is [F:1][C:2]1[CH:3]=[CH:4][C:5]([CH:8]2[C:13]3=[N:14][NH:15][C:16](=[O:21])[C:17]4[CH:18]=[CH:19][CH:20]=[C:11]([C:12]=43)[NH:10][CH:9]2[C:22]2[CH:27]=[CH:26][C:25]([CH:28]3[CH2:32][CH2:31][CH2:30][NH:29]3)=[CH:24][CH:23]=2)=[CH:6][CH:7]=1. The yield is 0.110. (8) The reactants are [CH3:1][S:2][CH2:3][CH2:4][O:5][CH:6]([CH3:10])[C:7]([OH:9])=[O:8].[C:11](Cl)(=O)C(Cl)=O. The catalyst is CO. The product is [CH3:1][S:2][CH2:3][CH2:4][O:5][CH:6]([CH3:10])[C:7]([O:9][CH3:11])=[O:8]. The yield is 0.960. (9) The catalyst is C(OCC)(=O)C. The reactants are [Cl-].O[NH3+:3].[C:4](=[O:7])([O-])[OH:5].[Na+].CS(C)=O.[CH2:13]([C:17]1[N:18]=[C:19]([CH3:47])[N:20]([CH2:39][C:40]2[CH:45]=[CH:44][CH:43]=[C:42]([F:46])[CH:41]=2)[C:21](=[O:38])[C:22]=1[CH2:23][C:24]1[CH:29]=[CH:28][C:27]([C:30]2[C:31]([C:36]#[N:37])=[CH:32][CH:33]=[CH:34][CH:35]=2)=[CH:26][CH:25]=1)[CH2:14][CH2:15][CH3:16]. The product is [CH2:13]([C:17]1[N:18]=[C:19]([CH3:47])[N:20]([CH2:39][C:40]2[CH:45]=[CH:44][CH:43]=[C:42]([F:46])[CH:41]=2)[C:21](=[O:38])[C:22]=1[CH2:23][C:24]1[CH:25]=[CH:26][C:27]([C:30]2[CH:35]=[CH:34][CH:33]=[CH:32][C:31]=2[C:36]2[NH:3][C:4](=[O:7])[O:5][N:37]=2)=[CH:28][CH:29]=1)[CH2:14][CH2:15][CH3:16]. The yield is 0.690. (10) The product is [CH:2]1[C:3]([C:4]([O:6][CH2:7][CH3:8])=[O:5])=[CH:9][N:11]2[C:10]=1[CH:15]=[CH:14][CH:13]=[CH:12]2. The yield is 0.670. The catalyst is C(OC(=O)C)(=O)C. The reactants are O[CH:2]([C:10]1[CH:15]=[CH:14][CH:13]=[CH:12][N:11]=1)[C:3](=[CH2:9])[C:4]([O:6][CH2:7][CH3:8])=[O:5].